Task: Predict which catalyst facilitates the given reaction.. Dataset: Catalyst prediction with 721,799 reactions and 888 catalyst types from USPTO (1) Reactant: [NH2:1][C:2]1[N:3]=[N:4][C:5]([C:8]2[CH:17]=[CH:16][C:11]([C:12]([O:14][CH3:15])=[O:13])=[CH:10][CH:9]=2)=[CH:6][N:7]=1.Cl[CH:19]([C:22]1([C:25]2[CH:26]=[C:27]3[C:32](=[CH:33][CH:34]=2)[N:31]=[CH:30][CH:29]=[CH:28]3)[CH2:24][CH2:23]1)[CH:20]=O.C(N(CC)CC)C. The catalyst class is: 32. Product: [N:31]1[C:32]2[C:27](=[CH:26][C:25]([C:22]3([C:19]4[N:3]5[N:4]=[C:5]([C:8]6[CH:9]=[CH:10][C:11]([C:12]([O:14][CH3:15])=[O:13])=[CH:16][CH:17]=6)[CH:6]=[N:7][C:2]5=[N:1][CH:20]=4)[CH2:24][CH2:23]3)=[CH:34][CH:33]=2)[CH:28]=[CH:29][CH:30]=1. (2) Reactant: [N:1]([CH2:4][C@H:5]([NH:12][C:13]([C:15]1[S:31][C:18]2=[N:19][C:20]3[CH2:21][CH2:22][C@@H:23]([C:27]([CH3:30])([CH3:29])[CH3:28])[CH2:24][C:25]=3[CH:26]=[C:17]2[CH:16]=1)=[O:14])[C:6]1[CH:11]=[CH:10][CH:9]=[CH:8][N:7]=1)=[N+]=[N-].C1C=CC(P(C2C=CC=CC=2)C2C=CC=CC=2)=CC=1.CCN(CC)CC. Product: [NH2:1][CH2:4][C@H:5]([NH:12][C:13]([C:15]1[S:31][C:18]2=[N:19][C:20]3[CH2:21][CH2:22][C@@H:23]([C:27]([CH3:29])([CH3:28])[CH3:30])[CH2:24][C:25]=3[CH:26]=[C:17]2[CH:16]=1)=[O:14])[C:6]1[CH:11]=[CH:10][CH:9]=[CH:8][N:7]=1. The catalyst class is: 20. (3) Reactant: Br[C:2]1[CH:7]=[CH:6][CH:5]=[C:4]([CH:8]=[CH:9][C:10]2[N:11]([CH3:21])[CH:12]=[C:13]([C:15]3[CH:20]=[CH:19][CH:18]=[CH:17][CH:16]=3)[N:14]=2)[N:3]=1.[C:22]([Zn])#[N:23]. Product: [CH3:21][N:11]1[CH:12]=[C:13]([C:15]2[CH:20]=[CH:19][CH:18]=[CH:17][CH:16]=2)[N:14]=[C:10]1[CH:9]=[CH:8][C:4]1[N:3]=[C:2]([C:22]#[N:23])[CH:7]=[CH:6][CH:5]=1. The catalyst class is: 128. (4) Reactant: C(O)(=O)C.[CH:5](N)=[NH:6].[Cl:8][C:9]1[C:14]([NH:15][C:16](=[NH:26])[C:17]2[C:22](F)=[CH:21][C:20]([F:24])=[CH:19][C:18]=2[F:25])=[C:13]2[O:27][CH2:28][O:29][C:12]2=[CH:11][CH:10]=1.C(N(CC)CC)C. Product: [Cl:8][C:9]1[C:14]([NH:15][C:16]2[C:17]3[C:22](=[CH:21][C:20]([F:24])=[CH:19][C:18]=3[F:25])[N:6]=[CH:5][N:26]=2)=[C:13]2[O:27][CH2:28][O:29][C:12]2=[CH:11][CH:10]=1. The catalyst class is: 11. (5) Reactant: [Br:1][CH2:2][C:3](=O)[C:4]([F:7])([F:6])[F:5].Cl.[NH2:10][OH:11]. Product: [Br:1][CH2:2][C:3](=[N:10][OH:11])[C:4]([F:7])([F:6])[F:5]. The catalyst class is: 146. (6) The catalyst class is: 2. Product: [F:29][C:28]([F:31])([F:30])[S:25]([O:16][C:6]1[C:5]2[C:10](=[CH:11][C:12]([O:13][CH3:14])=[C:3]([O:2][CH3:1])[CH:4]=2)[C:9]([CH3:15])=[N:8][CH:7]=1)(=[O:26])=[O:24]. Reactant: [CH3:1][O:2][C:3]1[CH:4]=[C:5]2[C:10](=[CH:11][C:12]=1[O:13][CH3:14])[C:9]([CH3:15])=[N:8][CH:7]=[C:6]2[OH:16].CCN(CC)CC.[O:24](S(C(F)(F)F)(=O)=O)[S:25]([C:28]([F:31])([F:30])[F:29])(=O)=[O:26].CO.C(Cl)Cl.